This data is from Forward reaction prediction with 1.9M reactions from USPTO patents (1976-2016). The task is: Predict the product of the given reaction. (1) Given the reactants C(OC(=O)[NH:7][CH2:8][C:9]1[NH:10][C:11]2[C:12]([N:24]=1)=[N:13][CH:14]=[C:15]([C:17]1[C:18]([CH3:23])=[N:19][O:20][C:21]=1[CH3:22])[CH:16]=2)(C)(C)C.[F:26][C:27]([F:32])([F:31])[C:28]([OH:30])=[O:29], predict the reaction product. The product is: [F:26][C:27]([F:32])([F:31])[C:28]([O-:30])=[O:29].[CH3:23][C:18]1[C:17]([C:15]2[CH:16]=[C:11]3[NH:10][C:9]([CH2:8][NH3+:7])=[N:24][C:12]3=[N:13][CH:14]=2)=[C:21]([CH3:22])[O:20][N:19]=1. (2) Given the reactants [Cl-].[Cl-].[NH2+:3]1[CH2:8][CH2:7][CH:6]([C:9]2[O:13][N:12]=[C:11]([C:14]3[CH:23]=[CH:22][C:21]4[C:16](=[CH:17][CH:18]=[CH:19][CH:20]=4)[NH+:15]=3)[N:10]=2)[CH2:5][CH2:4]1.CCN(C(C)C)C(C)C.[Cl:33][C:34]1[CH:39]=[CH:38][CH:37]=[CH:36][C:35]=1[N:40]=[C:41]=[O:42], predict the reaction product. The product is: [Cl:33][C:34]1[CH:39]=[CH:38][CH:37]=[CH:36][C:35]=1[NH:40][C:41]([N:3]1[CH2:8][CH2:7][CH:6]([C:9]2[O:13][N:12]=[C:11]([C:14]3[CH:23]=[CH:22][C:21]4[C:16](=[CH:17][CH:18]=[CH:19][CH:20]=4)[N:15]=3)[N:10]=2)[CH2:5][CH2:4]1)=[O:42]. (3) Given the reactants [CH3:1][N:2]1[C:6]([CH3:7])=[CH:5][N:4]=[C:3]1[CH:8]=O.[CH3:10][C:11]([S:14]([NH2:16])=[O:15])([CH3:13])[CH3:12], predict the reaction product. The product is: [CH3:1][N:2]1[C:6]([CH3:7])=[CH:5][N:4]=[C:3]1/[CH:8]=[N:16]/[S:14]([C:11]([CH3:13])([CH3:12])[CH3:10])=[O:15]. (4) Given the reactants [F:1][C:2]1[CH:7]=[CH:6][C:5]([Mg]Br)=[CH:4][CH:3]=1.[F:10][C:11]1[CH:25]=[CH:24][CH:23]=[CH:22][C:12]=1[C:13]([C:15]1[CH:20]=[CH:19][C:18]([F:21])=[CH:17][CH:16]=1)=[O:14], predict the reaction product. The product is: [F:1][C:2]1[CH:7]=[CH:6][C:5]([C:13]([C:15]2[CH:16]=[CH:17][C:18]([F:21])=[CH:19][CH:20]=2)([C:12]2[CH:22]=[CH:23][CH:24]=[CH:25][C:11]=2[F:10])[OH:14])=[CH:4][CH:3]=1. (5) Given the reactants [CH:1]1([C:4]([N:6]([CH2:9][C:10]2[CH:15]=[C:14]([C:16]([F:19])([F:18])[F:17])[CH:13]=[CH:12][C:11]=2[C:20]2[CH:25]=[C:24]([C:26]([F:29])([F:28])[F:27])[CH:23]=[C:22]([CH:30]([CH3:34])[C:31](O)=[O:32])[CH:21]=2)[CH2:7][CH3:8])=[O:5])[CH2:3][CH2:2]1.C(Cl)(=O)C([Cl:38])=O, predict the reaction product. The product is: [CH:1]1([C:4]([N:6]([CH2:9][C:10]2[CH:15]=[C:14]([C:16]([F:19])([F:18])[F:17])[CH:13]=[CH:12][C:11]=2[C:20]2[CH:25]=[C:24]([C:26]([F:29])([F:28])[F:27])[CH:23]=[C:22]([CH:30]([CH3:34])[C:31]([Cl:38])=[O:32])[CH:21]=2)[CH2:7][CH3:8])=[O:5])[CH2:3][CH2:2]1. (6) Given the reactants [C:1]1([N:7]2[C:11]3[C:12]([C:16]#[N:17])=[CH:13][CH:14]=[CH:15][C:10]=3[N:9]=[CH:8]2)[CH:6]=[CH:5][CH:4]=[CH:3][CH:2]=1.[CH2:18](Cl)Cl.[F:21][C:22]([F:29])([F:28])[S:23]([O:26]C)(=[O:25])=[O:24], predict the reaction product. The product is: [F:21][C:22]([F:29])([F:28])[S:23]([O-:26])(=[O:25])=[O:24].[C:16]([C:12]1[C:11]2[N:7]([C:1]3[CH:2]=[CH:3][CH:4]=[CH:5][CH:6]=3)[CH:8]=[N+:9]([CH3:18])[C:10]=2[CH:15]=[CH:14][CH:13]=1)#[N:17]. (7) The product is: [P:4]([C:9]1[C:13]([P:14]([OH:16])([OH:19])=[O:15])=[C:12]([C:22]2[S:23][CH:24]=[CH:25][CH:26]=2)[S:11][C:10]=1[C:27]1[S:28][CH:29]=[CH:30][CH:31]=1)([OH:5])([OH:6])=[O:3]. Given the reactants C([O:3][P:4]([C:9]1[C:13]([P:14]([O:19]CC)([O:16]CC)=[O:15])=[C:12]([C:22]2[S:23][CH:24]=[CH:25][CH:26]=2)[S:11][C:10]=1[C:27]1[S:28][CH:29]=[CH:30][CH:31]=1)([O:6]CC)=[O:5])C.I[Si](C)(C)C, predict the reaction product. (8) Given the reactants O=[C:2]1[CH2:7][CH2:6][N:5]([C:8]([O:10][C:11]([CH3:14])([CH3:13])[CH3:12])=[O:9])[CH2:4][CH:3]1[C:15]([O:17][CH3:18])=[O:16].[NH2:19][CH2:20][C:21]1[CH:30]=[CH:29][C:24]2[O:25][CH2:26][CH2:27][O:28][C:23]=2[CH:22]=1.C(=O)([O-])[O-].[K+].[K+].[C:37](O[C:37]([O:39][C:40]([CH3:43])([CH3:42])[CH3:41])=[O:38])([O:39][C:40]([CH3:43])([CH3:42])[CH3:41])=[O:38], predict the reaction product. The product is: [C:40]([O:39][C:37]([N:19]([CH2:20][C:21]1[CH:30]=[CH:29][C:24]2[O:25][CH2:26][CH2:27][O:28][C:23]=2[CH:22]=1)[CH:2]1[CH2:7][CH2:6][N:5]([C:8]([O:10][C:11]([CH3:14])([CH3:13])[CH3:12])=[O:9])[CH2:4][CH:3]1[C:15]([O:17][CH3:18])=[O:16])=[O:38])([CH3:43])([CH3:42])[CH3:41]. (9) Given the reactants [F:1][C:2]1[CH:15]=[CH:14][C:5]([O:6][C:7]2[CH:13]=[CH:12][C:10]([NH2:11])=[CH:9][CH:8]=2)=[CH:4][C:3]=1[C:16]([F:19])([F:18])[F:17].[CH3:20][N:21]([CH:23]=O)[CH3:22].Br[CH2:26][C:27]([C:29]1[CH:34]=[CH:33][CH:32]=[CH:31][CH:30]=1)=O, predict the reaction product. The product is: [CH2:9]([C:10]1[N:11]([C:10]2[CH:9]=[CH:8][C:7]([O:6][C:5]3[CH:14]=[CH:15][C:2]([F:1])=[C:3]([C:16]([F:17])([F:18])[F:19])[CH:4]=3)=[CH:13][CH:12]=2)[CH:26]=[C:27]([C:29]2[CH:34]=[CH:33][C:32]([O:6][CH:5]3[CH2:14][CH2:22][N:21]([CH3:20])[CH2:23][CH2:4]3)=[CH:31][CH:30]=2)[N:11]=1)[CH2:8][CH2:7][CH3:13]. (10) Given the reactants [CH2:1]([O:4][C:5]1[CH:10]=[C:9]([Cl:11])[C:8]([CH2:12][C:13]2[CH:18]=[CH:17][C:16]([O:19][CH2:20][CH3:21])=[CH:15][CH:14]=2)=[CH:7][C:6]=1[C:22]1(OC)[C@H:27]([OH:28])[C@@H:26]([OH:29])[C@H:25]([OH:30])[C@@H:24]([CH2:31][OH:32])[O:23]1)[CH:2]=[CH2:3].C([SiH](CC)CC)C.B(F)(F)F.CCOCC.C([O-])(O)=O.[Na+], predict the reaction product. The product is: [CH2:1]([O:4][C:5]1[CH:10]=[C:9]([Cl:11])[C:8]([CH2:12][C:13]2[CH:18]=[CH:17][C:16]([O:19][CH2:20][CH3:21])=[CH:15][CH:14]=2)=[CH:7][C:6]=1[CH:22]1[C@H:27]([OH:28])[C@@H:26]([OH:29])[C@H:25]([OH:30])[C@@H:24]([CH2:31][OH:32])[O:23]1)[CH:2]=[CH2:3].